From a dataset of Catalyst prediction with 721,799 reactions and 888 catalyst types from USPTO. Predict which catalyst facilitates the given reaction. (1) Reactant: [C:1]1([P:7]([C:14]2[CH:19]=[CH:18][CH:17]=[CH:16][CH:15]=2)[C:8]2[CH:13]=[CH:12][CH:11]=[CH:10][CH:9]=2)[CH:6]=[CH:5][CH:4]=[CH:3][CH:2]=1.[Cl:20][CH2:21][C:22]1[C:23]([CH3:29])=[N:24][C:25]([CH3:28])=[CH:26][CH:27]=1. Product: [Cl-:20].[CH3:29][C:23]1[C:22]([CH2:21][P+:7]([C:1]2[CH:2]=[CH:3][CH:4]=[CH:5][CH:6]=2)([C:8]2[CH:13]=[CH:12][CH:11]=[CH:10][CH:9]=2)[C:14]2[CH:15]=[CH:16][CH:17]=[CH:18][CH:19]=2)=[CH:27][CH:26]=[C:25]([CH3:28])[N:24]=1. The catalyst class is: 23. (2) Reactant: [Br:1][C:2]1[CH:7]=[CH:6][C:5]([CH2:8]Br)=[CH:4][CH:3]=1.[C:10]1([P:16]([C:23]2[CH:28]=[CH:27][CH:26]=[CH:25][CH:24]=2)[C:17]2[CH:22]=[CH:21][CH:20]=[CH:19][CH:18]=2)[CH:15]=[CH:14][CH:13]=[CH:12][CH:11]=1. Product: [Br-:1].[Br:1][C:2]1[CH:7]=[CH:6][C:5]([CH2:8][P+:16]([C:17]2[CH:18]=[CH:19][CH:20]=[CH:21][CH:22]=2)([C:23]2[CH:28]=[CH:27][CH:26]=[CH:25][CH:24]=2)[C:10]2[CH:11]=[CH:12][CH:13]=[CH:14][CH:15]=2)=[CH:4][CH:3]=1. The catalyst class is: 113. (3) Reactant: Cl[C:2]1[CH:16]=[CH:15][C:5]2[C:6](=[O:14])[NH:7][C:8]3[C:13]([C:4]=2[CH:3]=1)=[CH:12][CH:11]=[CH:10][N:9]=3.C([NH2:24])C1C=CC=CC=1.[CH:25]1(P([CH:25]2[CH2:30][CH2:29][CH2:28][CH2:27][CH2:26]2)C2C=CC=CC=2C2C(C(C)C)=CC(C(C)C)=CC=2C(C)C)[CH2:30][CH2:29][CH2:28][CH2:27][CH2:26]1.CC(C)([O-])C.[Na+]. Product: [C:25]1([NH:24][C:2]2[CH:16]=[CH:15][C:5]3[C:6](=[O:14])[NH:7][C:8]4[C:13]([C:4]=3[CH:3]=2)=[CH:12][CH:11]=[CH:10][N:9]=4)[CH:30]=[CH:29][CH:28]=[CH:27][CH:26]=1. The catalyst class is: 160. (4) Product: [CH3:1][C:2]1[CH:7]=[C:6]([C:8]2[CH:13]=[CH:12][C:11]([CH2:14][NH:15][C:26](=[O:27])[C:25]3[CH:24]=[CH:23][C:22]([C:17]4[CH:18]=[N:19][CH:20]=[CH:21][N:16]=4)=[CH:30][CH:29]=3)=[CH:10][N:9]=2)[CH:5]=[CH:4][N:3]=1. Reactant: [CH3:1][C:2]1[CH:7]=[C:6]([C:8]2[CH:13]=[CH:12][C:11]([CH2:14][NH2:15])=[CH:10][N:9]=2)[CH:5]=[CH:4][N:3]=1.[N:16]1[CH:21]=[CH:20][N:19]=[CH:18][C:17]=1[C:22]1[CH:30]=[CH:29][C:25]([C:26](O)=[O:27])=[CH:24][CH:23]=1.CN(C(ON1N=NC2C=CC=NC1=2)=[N+](C)C)C.F[P-](F)(F)(F)(F)F.C(N(CC)C(C)C)(C)C. The catalyst class is: 3. (5) Reactant: [CH3:1][CH:2]([C:4]1[C:5]([C:28]2[CH:33]=[CH:32][CH:31]=[CH:30][CH:29]=2)=[C:6]([O:16][C:17]2[CH:22]=[CH:21][C:20](/[CH:23]=[CH:24]/[C:25]([OH:27])=[O:26])=[CH:19][CH:18]=2)[C:7]2[C:12]([CH:13]=1)=[CH:11][C:10]([O:14]C)=[CH:9][CH:8]=2)[CH3:3].B(Br)(Br)Br. Product: [OH:14][C:10]1[CH:11]=[C:12]2[C:7](=[CH:8][CH:9]=1)[C:6]([O:16][C:17]1[CH:18]=[CH:19][C:20](/[CH:23]=[CH:24]/[C:25]([OH:27])=[O:26])=[CH:21][CH:22]=1)=[C:5]([C:28]1[CH:29]=[CH:30][CH:31]=[CH:32][CH:33]=1)[C:4]([CH:2]([CH3:3])[CH3:1])=[CH:13]2. The catalyst class is: 2. (6) Reactant: [Cl:1][C:2]1[C:7]([NH2:8])=[CH:6][C:5]([C:9]2[CH:10]=[C:11]3[C:16](=[CH:17][CH:18]=2)[N:15]=[CH:14][CH:13]=[CH:12]3)=[CH:4][N:3]=1.[C:19]1([C:29]2[CH:34]=[CH:33][CH:32]=[CH:31][CH:30]=2)[CH:24]=[CH:23][C:22]([S:25](Cl)(=[O:27])=[O:26])=[CH:21][CH:20]=1. Product: [Cl:1][C:2]1[C:7]([NH:8][S:25]([C:22]2[CH:21]=[CH:20][C:19]([C:29]3[CH:34]=[CH:33][CH:32]=[CH:31][CH:30]=3)=[CH:24][CH:23]=2)(=[O:27])=[O:26])=[CH:6][C:5]([C:9]2[CH:10]=[C:11]3[C:16](=[CH:17][CH:18]=2)[N:15]=[CH:14][CH:13]=[CH:12]3)=[CH:4][N:3]=1. The catalyst class is: 17. (7) Reactant: C([O:5][C:6](=[O:33])[C:7]([S:10][C:11]1[S:12][CH:13]=[C:14]([CH2:16][C:17]([NH:19][C:20]2[CH:25]=[CH:24][C:23]([C:26]3[CH:31]=[CH:30][C:29]([Cl:32])=[CH:28][CH:27]=3)=[CH:22][N:21]=2)=O)[N:15]=1)([CH3:9])[CH3:8])(C)(C)C.FC(F)(F)C(O)=O. Product: [ClH:32].[Cl:32][C:29]1[CH:30]=[CH:31][C:26]([C:23]2[CH:24]=[CH:25][C:20]([NH:19][CH2:17][CH2:16][C:14]3[N:15]=[C:11]([S:10][C:7]([CH3:9])([CH3:8])[C:6]([OH:33])=[O:5])[S:12][CH:13]=3)=[N:21][CH:22]=2)=[CH:27][CH:28]=1. The catalyst class is: 4.